Dataset: Reaction yield outcomes from USPTO patents with 853,638 reactions. Task: Predict the reaction yield, written as a fraction of the theoretical maximum amount of product (1.0 means a 100% yield; for example, 0.34 means a 34% yield). (1) The reactants are [CH3:1][N:2]1[C:6](B2OC(C)(C)C(C)(C)O2)=[CH:5][CH:4]=[N:3]1.Cl[C:17]1[C:26]2[C:21](=[CH:22][CH:23]=[CH:24][CH:25]=2)[C:20]([N:27]2[CH2:31][CH2:30][CH:29]([N:32]([CH2:34][C:35]3[CH:40]=[CH:39][C:38]([F:41])=[CH:37][C:36]=3[C:42]([F:45])([F:44])[F:43])[CH3:33])[CH2:28]2)=[N:19][N:18]=1.C(=O)([O-])[O-].[Na+].[Na+]. The catalyst is C1C=CC([P]([Pd]([P](C2C=CC=CC=2)(C2C=CC=CC=2)C2C=CC=CC=2)([P](C2C=CC=CC=2)(C2C=CC=CC=2)C2C=CC=CC=2)[P](C2C=CC=CC=2)(C2C=CC=CC=2)C2C=CC=CC=2)(C2C=CC=CC=2)C2C=CC=CC=2)=CC=1. The product is [F:41][C:38]1[CH:39]=[CH:40][C:35]([CH2:34][N:32]([CH3:33])[CH:29]2[CH2:30][CH2:31][N:27]([C:20]3[C:21]4[C:26](=[CH:25][CH:24]=[CH:23][CH:22]=4)[C:17]([C:6]4[N:2]([CH3:1])[N:3]=[CH:4][CH:5]=4)=[N:18][N:19]=3)[CH2:28]2)=[C:36]([C:42]([F:45])([F:43])[F:44])[CH:37]=1. The yield is 0.430. (2) The reactants are Br[C:2]1[CH:3]=[C:4]([C:8](=[O:21])[C:9]([C:11]2[CH:16]=[CH:15][C:14]([O:17][CH:18]([F:20])[F:19])=[CH:13][CH:12]=2)=[O:10])[CH:5]=[CH:6][CH:7]=1.[CH2:22]([OH:25])[C:23]#[CH:24].C(N(CC)CC)C. The catalyst is CC#N.Cl[Pd](Cl)([P](C1C=CC=CC=1)(C1C=CC=CC=1)C1C=CC=CC=1)[P](C1C=CC=CC=1)(C1C=CC=CC=1)C1C=CC=CC=1.[Cu]I. The product is [F:19][CH:18]([F:20])[O:17][C:14]1[CH:15]=[CH:16][C:11]([C:9](=[O:10])[C:8]([C:4]2[CH:5]=[CH:6][CH:7]=[C:2]([C:24]#[C:23][CH2:22][OH:25])[CH:3]=2)=[O:21])=[CH:12][CH:13]=1. The yield is 0.700. (3) The reactants are [AlH4-].[Li+].[CH:3]1[C:8]([C@H:9]([NH2:13])[C:10](O)=[O:11])=[CH:7][CH:6]=[C:5]([C:14]([F:17])([F:16])[F:15])[CH:4]=1. The catalyst is O1CCCC1. The product is [NH2:13][C@@H:9]([C:8]1[CH:3]=[CH:4][C:5]([C:14]([F:15])([F:16])[F:17])=[CH:6][CH:7]=1)[CH2:10][OH:11]. The yield is 0.590.